This data is from NCI-60 drug combinations with 297,098 pairs across 59 cell lines. The task is: Regression. Given two drug SMILES strings and cell line genomic features, predict the synergy score measuring deviation from expected non-interaction effect. Drug 1: CN(C)N=NC1=C(NC=N1)C(=O)N. Drug 2: CCN(CC)CCCC(C)NC1=C2C=C(C=CC2=NC3=C1C=CC(=C3)Cl)OC. Cell line: SF-539. Synergy scores: CSS=15.7, Synergy_ZIP=-9.70, Synergy_Bliss=-6.69, Synergy_Loewe=-17.3, Synergy_HSA=-7.16.